The task is: Regression/Classification. Given a drug SMILES string, predict its absorption, distribution, metabolism, or excretion properties. Task type varies by dataset: regression for continuous measurements (e.g., permeability, clearance, half-life) or binary classification for categorical outcomes (e.g., BBB penetration, CYP inhibition). Dataset: cyp1a2_veith.. This data is from CYP1A2 inhibition data for predicting drug metabolism from PubChem BioAssay. (1) The drug is O=C(NC(NC(=S)Nc1ccccc1)C(Cl)(Cl)Cl)c1cccc(Cl)c1. The result is 1 (inhibitor). (2) The molecule is O=C(OC(C(=O)O)C(OC(=O)c1ccccc1)C(=O)NCc1ccccc1)c1ccccc1. The result is 0 (non-inhibitor). (3) The drug is COc1ccccc1N1CCN(CCCCNC(=O)c2ccc3ccccc3c2)CC1. The result is 0 (non-inhibitor). (4) The molecule is C[N+]1(C)CCc2cc3c(cc2[C@@H]1[C@@H]1C(=O)Oc2c1ccc1c2OCO1)OCO3. The result is 1 (inhibitor). (5) The compound is O=C1CC[C@H](N2C(=O)c3ccccc3C2=O)C(=O)N1. The result is 0 (non-inhibitor). (6) The molecule is O=[N+]([O-])c1ccc(N2CCN(Cc3ccccc3)CC2)c(S(=O)(=O)N2CCOCC2)c1. The result is 0 (non-inhibitor). (7) The molecule is CC1(C)CCC(=O)N[C@H]1CC(=O)C[C@H]1NC(=O)CCC1(C)C. The result is 0 (non-inhibitor).